This data is from Forward reaction prediction with 1.9M reactions from USPTO patents (1976-2016). The task is: Predict the product of the given reaction. (1) Given the reactants FC(F)(F)S(O)(=O)=O.O=[CH:10][CH2:11][NH:12][C:13]([C:15]1[S:16][C:17]([C:20]2[CH:25]=[CH:24][C:23]([Cl:26])=[CH:22][CH:21]=2)=[CH:18][CH:19]=1)=[O:14].O, predict the reaction product. The product is: [Cl:26][C:23]1[CH:24]=[CH:25][C:20]([C:17]2[S:16][C:15]3[C:13](=[O:14])[NH:12][CH:11]=[CH:10][C:19]=3[CH:18]=2)=[CH:21][CH:22]=1. (2) Given the reactants [CH3:1][O:2][C:3]1[CH:4]=[C:5]([C@@H:9]([CH2:13][CH3:14])[CH2:10][CH:11]=[O:12])[CH:6]=[CH:7][CH:8]=1.[CH2:15](N(CC)CC)C, predict the reaction product. The product is: [CH3:1][O:2][C:3]1[CH:4]=[C:5]([C@H:9]([CH2:13][CH3:14])[C:10](=[CH2:15])[CH:11]=[O:12])[CH:6]=[CH:7][CH:8]=1. (3) Given the reactants [Br:1][C:2]1[CH:7]=[CH:6][C:5]([NH:8][C@@H:9]([CH2:13][CH3:14])[C:10](O)=[O:11])=[C:4]([N+:15]([O-])=O)[CH:3]=1, predict the reaction product. The product is: [Br:1][C:2]1[CH:3]=[C:4]2[C:5]([NH:8][C@@H:9]([CH2:13][CH3:14])[C:10](=[O:11])[NH:15]2)=[CH:6][CH:7]=1. (4) Given the reactants [Cl:1][C:2]1[CH:3]=[C:4]([CH:7]=[C:8]([Cl:31])[C:9]=1[NH:10][C:11]1[S:12][C:13]2[N:14]=[CH:15][N:16]=[C:17]([NH:20][C:21]3[CH:26]=[CH:25][C:24]([C:27]([F:30])([F:29])[F:28])=[CH:23][CH:22]=3)[C:18]=2[N:19]=1)[C:5]#N.[H-].C([Al+]CC(C)C)C(C)C.C1C[O:45]CC1, predict the reaction product. The product is: [Cl:1][C:2]1[CH:3]=[C:4]([CH:7]=[C:8]([Cl:31])[C:9]=1[NH:10][C:11]1[S:12][C:13]2[N:14]=[CH:15][N:16]=[C:17]([NH:20][C:21]3[CH:26]=[CH:25][C:24]([C:27]([F:30])([F:29])[F:28])=[CH:23][CH:22]=3)[C:18]=2[N:19]=1)[CH:5]=[O:45]. (5) Given the reactants [CH3:1][N:2]1[CH:6]=[C:5]([C:7]2[C:11]([CH3:12])=[C:10]([NH:13][C:14](=[O:22])OC3C=CC=CC=3)[N:9]([C:23]3[CH:28]=[CH:27][CH:26]=[CH:25][CH:24]=3)[N:8]=2)[CH:4]=[N:3]1.C1(C2C=CC(COC)=CC=2CN)CC1.[F:43][C:44]1([C:48]2[CH:53]=[CH:52][C:51]([CH2:54][O:55][CH3:56])=[CH:50][C:49]=2[CH2:57][NH2:58])[CH2:47][O:46][CH2:45]1, predict the reaction product. The product is: [CH3:1][N:2]1[CH:6]=[C:5]([C:7]2[C:11]([CH3:12])=[C:10]([NH:13][C:14]([NH:58][CH2:57][C:49]3[CH:50]=[C:51]([CH2:54][O:55][CH3:56])[CH:52]=[CH:53][C:48]=3[C:44]3([F:43])[CH2:47][O:46][CH2:45]3)=[O:22])[N:9]([C:23]3[CH:28]=[CH:27][CH:26]=[CH:25][CH:24]=3)[N:8]=2)[CH:4]=[N:3]1.